Dataset: Peptide-MHC class I binding affinity with 185,985 pairs from IEDB/IMGT. Task: Regression. Given a peptide amino acid sequence and an MHC pseudo amino acid sequence, predict their binding affinity value. This is MHC class I binding data. (1) The peptide sequence is ILIDTSAWV. The MHC is HLA-A02:12 with pseudo-sequence HLA-A02:12. The binding affinity (normalized) is 1.00. (2) The peptide sequence is EDLDEFKPI. The MHC is Mamu-A11 with pseudo-sequence Mamu-A11. The binding affinity (normalized) is 0.240. (3) The peptide sequence is VILFIMFMLI. The MHC is HLA-A68:01 with pseudo-sequence HLA-A68:01. The binding affinity (normalized) is 0.563. (4) The peptide sequence is HSYGIDLKSY. The MHC is HLA-A24:02 with pseudo-sequence HLA-A24:02. The binding affinity (normalized) is 0. (5) The binding affinity (normalized) is 0. The peptide sequence is KSINKVYGK. The MHC is HLA-B44:02 with pseudo-sequence HLA-B44:02. (6) The peptide sequence is RLIRGKMTL. The MHC is HLA-A02:03 with pseudo-sequence HLA-A02:03. The binding affinity (normalized) is 0.592.